This data is from Full USPTO retrosynthesis dataset with 1.9M reactions from patents (1976-2016). The task is: Predict the reactants needed to synthesize the given product. (1) Given the product [O:16]=[C:5]1[C:4]2([C:20]3=[CH:21][C:22]4[O:26][CH2:25][O:24][C:23]=4[CH:27]=[C:19]3[O:18][CH2:17]2)[C:3]2[C:2]([C:46]([NH:35][C:36]3[CH:41]=[CH:40][CH:39]=[CH:38][N:37]=3)=[O:47])=[CH:10][CH:9]=[CH:8][C:7]=2[N:6]1[CH2:11][CH2:12][CH2:13][CH2:14][CH3:15], predict the reactants needed to synthesize it. The reactants are: Br[C:2]1[CH:10]=[CH:9][CH:8]=[C:7]2[C:3]=1[C:4]1([C:20]3=[CH:21][C:22]4[O:26][CH2:25][O:24][C:23]=4[CH:27]=[C:19]3[O:18][CH2:17]1)[C:5](=[O:16])[N:6]2[CH2:11][CH2:12][CH2:13][CH2:14][CH3:15].C(N(CC)CC)C.[NH2:35][C:36]1[CH:41]=[CH:40][CH:39]=[CH:38][N:37]=1.[C]=O.CN(C)[CH:46]=[O:47]. (2) Given the product [ClH:19].[CH2:1]([O:8][C:9]1[CH:18]=[C:17]2[C:12]([C:13]([NH:27][C:26]3[CH:28]=[CH:29][C:23]([Cl:22])=[CH:24][C:25]=3[F:30])=[N:14][CH:15]=[N:16]2)=[CH:11][C:10]=1[O:20][CH3:21])[C:2]1[CH:7]=[CH:6][CH:5]=[CH:4][CH:3]=1, predict the reactants needed to synthesize it. The reactants are: [CH2:1]([O:8][C:9]1[CH:18]=[C:17]2[C:12]([C:13]([Cl:19])=[N:14][CH:15]=[N:16]2)=[CH:11][C:10]=1[O:20][CH3:21])[C:2]1[CH:7]=[CH:6][CH:5]=[CH:4][CH:3]=1.[Cl:22][C:23]1[CH:29]=[CH:28][C:26]([NH2:27])=[C:25]([F:30])[CH:24]=1. (3) Given the product [BrH:1].[CH2:17]([C:19]1[S:23][C:22]2=[N:24][C:3]([C:5]3[C:6](=[O:16])[O:7][C:8]4[C:13]([CH:14]=3)=[CH:12][CH:11]=[C:10]([F:15])[CH:9]=4)=[CH:2][N:21]2[CH:20]=1)[CH3:18], predict the reactants needed to synthesize it. The reactants are: [Br:1][CH2:2][C:3]([C:5]1[C:6](=[O:16])[O:7][C:8]2[C:13]([CH:14]=1)=[CH:12][CH:11]=[C:10]([F:15])[CH:9]=2)=O.[CH2:17]([C:19]1[S:23][C:22]([NH2:24])=[N:21][CH:20]=1)[CH3:18]. (4) Given the product [OH:8][CH2:9][C@H:10]1[CH2:14][CH2:13][C:12](=[O:15])[N:11]1[CH2:16][CH2:17][CH2:18][CH2:19][S:20][CH2:21][C:22]([O:24][CH3:27])=[O:23], predict the reactants needed to synthesize it. The reactants are: [Si]([O:8][CH2:9][C@H:10]1[CH2:14][CH2:13][C:12](=[O:15])[N:11]1[CH2:16][CH2:17][CH2:18][CH2:19][S:20][CH2:21][C:22]([O-:24])=[O:23])(C(C)(C)C)(C)C.O.Cl.[CH2:27](Cl)Cl. (5) Given the product [Br:13][C:14]1[CH:15]=[C:16]2[C:17](=[CH:20][CH:21]=1)[C:18](=[O:30])[O:27][CH2:26][CH2:22]2, predict the reactants needed to synthesize it. The reactants are: C(NC(C)C)(C)C.[Li]CCCC.[Br:13][C:14]1[CH:21]=[CH:20][C:17]([C:18]#N)=[C:16]([CH3:22])[CH:15]=1.CN([CH:26]=[O:27])C.[BH4-].[Na+].[OH:30]S(O)(=O)=O. (6) The reactants are: [CH3:1][O:2][C:3]([CH2:5][C@H:6]1[CH2:11][N:10]([S:12]([C:15]2[CH:24]=[CH:23][C:22]3[C:17](=[CH:18][CH:19]=[C:20]([Cl:25])[CH:21]=3)[CH:16]=2)(=[O:14])=[O:13])[CH2:9][C@H:8]([CH2:26][C:27]([O:29][CH3:30])=[O:28])[NH:7]1)=[O:4].C(N(CC)C(C)C)(C)C.[Br:40][C:41]1[CH:49]=[CH:48][C:44]([C:45](Cl)=[O:46])=[CH:43][CH:42]=1.O. Given the product [CH3:30][O:29][C:27]([CH2:26][C@H:8]1[CH2:9][N:10]([S:12]([C:15]2[CH:24]=[CH:23][C:22]3[C:17](=[CH:18][CH:19]=[C:20]([Cl:25])[CH:21]=3)[CH:16]=2)(=[O:13])=[O:14])[CH2:11][C@H:6]([CH2:5][C:3]([O:2][CH3:1])=[O:4])[N:7]1[C:45](=[O:46])[C:44]1[CH:48]=[CH:49][C:41]([Br:40])=[CH:42][CH:43]=1)=[O:28], predict the reactants needed to synthesize it. (7) Given the product [F:18][C:16]1[CH:15]=[CH:14][C:13]([C:19]2[N:20]=[CH:21][CH:22]=[CH:23][N:24]=2)=[C:12]([C:10]([N:4]2[CH2:5][CH2:6][CH2:7][C@@H:8]([CH3:9])[C@H:3]2[CH2:2][NH:1][C:26]2[CH:31]=[CH:30][C:29]([C:32]([F:35])([F:34])[F:33])=[CH:28][N:27]=2)=[O:11])[CH:17]=1, predict the reactants needed to synthesize it. The reactants are: [NH2:1][CH2:2][C@@H:3]1[C@H:8]([CH3:9])[CH2:7][CH2:6][CH2:5][N:4]1[C:10]([C:12]1[CH:17]=[C:16]([F:18])[CH:15]=[CH:14][C:13]=1[C:19]1[N:24]=[CH:23][CH:22]=[CH:21][N:20]=1)=[O:11].F[C:26]1[CH:31]=[CH:30][C:29]([C:32]([F:35])([F:34])[F:33])=[CH:28][N:27]=1.C([O-])([O-])=O.[K+].[K+].